From a dataset of Catalyst prediction with 721,799 reactions and 888 catalyst types from USPTO. Predict which catalyst facilitates the given reaction. (1) Reactant: [Li+].CC([N-]C(C)C)C.[Cl:9][C:10]([Cl:21])([Cl:20])[C@@H:11]1[N:15]2[CH2:16][CH2:17][CH2:18][C@H:14]2[C:13](=[O:19])[O:12]1.[CH2:22]([O:29][CH2:30]Cl)[C:23]1[CH:28]=[CH:27][CH:26]=[CH:25][CH:24]=1. Product: [CH2:22]([O:29][CH2:30][C@@:14]12[CH2:18][CH2:17][CH2:16][N:15]1[C@@H:11]([C:10]([Cl:9])([Cl:20])[Cl:21])[O:12][C:13]2=[O:19])[C:23]1[CH:28]=[CH:27][CH:26]=[CH:25][CH:24]=1. The catalyst class is: 1. (2) Reactant: C1C2C(COC([NH:18][C@@H:19]([C:97]([CH3:100])([CH3:99])[CH3:98])[C:20]([N:22]3[C@H:31]([C:32]([N:34]([CH2:45][C:46]4[CH:47]=[C:48]5[C:52](=[CH:53][CH:54]=4)[N:51]([C:55]([NH:57][C@@H:58]4[CH2:62][N:61]([C:63](=[O:83])[C@@H:64]([NH:69][C:70](=[O:82])[C@@H:71]([N:73]([CH3:81])[C:74](=[O:80])[O:75][C:76]([CH3:79])([CH3:78])[CH3:77])[CH3:72])[C:65]([CH3:68])([CH3:67])[CH3:66])[C@H:60]([C:84](=[O:96])[NH:85][C@H:86]6[C:95]7[C:90](=[CH:91][CH:92]=[CH:93][CH:94]=7)[CH2:89][CH2:88][CH2:87]6)[CH2:59]4)=[O:56])[CH:50]=[CH:49]5)[C@@H:35]([C:39]4[CH:44]=[CH:43][CH:42]=[CH:41][CH:40]=4)[CH2:36][O:37][CH3:38])=[O:33])[CH2:30][C:29]4[C:24](=[CH:25][CH:26]=[CH:27][CH:28]=4)[CH2:23]3)=[O:21])=O)C3C(=CC=CC=3)C=2C=CC=1.N1CCCCC1. Product: [NH2:18][C@@H:19]([C:97]([CH3:98])([CH3:100])[CH3:99])[C:20]([N:22]1[C@H:31]([C:32]([N:34]([CH2:45][C:46]2[CH:47]=[C:48]3[C:52](=[CH:53][CH:54]=2)[N:51]([C:55]([NH:57][C@@H:58]2[CH2:62][N:61]([C:63](=[O:83])[C@@H:64]([NH:69][C:70](=[O:82])[C@@H:71]([N:73]([CH3:81])[C:74](=[O:80])[O:75][C:76]([CH3:79])([CH3:78])[CH3:77])[CH3:72])[C:65]([CH3:68])([CH3:67])[CH3:66])[C@H:60]([C:84](=[O:96])[NH:85][C@H:86]4[C:95]5[C:90](=[CH:91][CH:92]=[CH:93][CH:94]=5)[CH2:89][CH2:88][CH2:87]4)[CH2:59]2)=[O:56])[CH:50]=[CH:49]3)[C@@H:35]([C:39]2[CH:44]=[CH:43][CH:42]=[CH:41][CH:40]=2)[CH2:36][O:37][CH3:38])=[O:33])[CH2:30][C:29]2[C:24](=[CH:25][CH:26]=[CH:27][CH:28]=2)[CH2:23]1)=[O:21]. The catalyst class is: 2. (3) Reactant: [CH:1]1([N:6]2[CH2:11][CH2:10][N:9]([C:12]([C:14]3[CH:15]=[C:16]4[C:20](=[CH:21][CH:22]=3)[NH:19][C:18]([C:23]([N:25]3[CH2:30][CH2:29][S:28](=[O:32])(=[O:31])[CH2:27][CH2:26]3)=[O:24])=[CH:17]4)=[O:13])[CH2:8][CH2:7]2)[CH2:5][CH2:4][CH2:3][CH2:2]1.[Cl:33][C:34]1[CH:39]=[CH:38][C:37](B(O)O)=[CH:36][CH:35]=1.N1C=CC=CC=1. Product: [Cl:33][C:34]1[CH:39]=[CH:38][C:37]([N:19]2[C:20]3[C:16](=[CH:15][C:14]([C:12]([N:9]4[CH2:8][CH2:7][N:6]([CH:1]5[CH2:2][CH2:3][CH2:4][CH2:5]5)[CH2:11][CH2:10]4)=[O:13])=[CH:22][CH:21]=3)[CH:17]=[C:18]2[C:23]([N:25]2[CH2:30][CH2:29][S:28](=[O:31])(=[O:32])[CH2:27][CH2:26]2)=[O:24])=[CH:36][CH:35]=1. The catalyst class is: 221. (4) Reactant: [CH:1]1([NH:7][S:8]([C:11]2[C:20]3[C:15](=[CH:16][CH:17]=[CH:18][CH:19]=3)[C:14]([CH2:21]Br)=[CH:13][CH:12]=2)(=[O:10])=[O:9])[CH2:6][CH2:5][CH2:4][CH2:3][CH2:2]1.[C:23]1(=[O:33])[NH:27][C:26](=[O:28])[C:25]2=[CH:29][CH:30]=[CH:31][CH:32]=[C:24]12.[K]. Product: [CH:1]1([NH:7][S:8]([C:11]2[C:20]3[C:15](=[CH:16][CH:17]=[CH:18][CH:19]=3)[C:14]([CH2:21][N:27]3[C:23](=[O:33])[C:24]4[C:25](=[CH:29][CH:30]=[CH:31][CH:32]=4)[C:26]3=[O:28])=[CH:13][CH:12]=2)(=[O:10])=[O:9])[CH2:6][CH2:5][CH2:4][CH2:3][CH2:2]1. The catalyst class is: 3. (5) Reactant: [NH2:1][C:2]1[S:3][CH:4]=[CH:5][N:6]=1.[CH3:7][C:8]([CH3:39])([CH3:38])[CH2:9][NH:10][C:11]([C:13]1[CH:18]=[CH:17][C:16]([C:19]2[C:24]([CH3:25])=[C:23]([F:26])[CH:22]=[C:21]([C:27](O)=[O:28])[CH:20]=2)=[C:15]([C:30]([NH:32][C:33]2[S:34][CH:35]=[CH:36][N:37]=2)=[O:31])[CH:14]=1)=[O:12].Cl.CN(C)CCCN=C=NCC. Product: [CH3:7][C:8]([CH3:39])([CH3:38])[CH2:9][NH:10][C:11]([C:13]1[CH:14]=[C:15]([C:30]([NH:32][C:33]2[S:34][CH:35]=[CH:36][N:37]=2)=[O:31])[C:16]([C:19]2[C:24]([CH3:25])=[C:23]([F:26])[CH:22]=[C:21]([C:27]([NH:1][C:2]3[S:3][CH:4]=[CH:5][N:6]=3)=[O:28])[CH:20]=2)=[CH:17][CH:18]=1)=[O:12]. The catalyst class is: 119. (6) Reactant: OC[N:3]1[C:11]2[CH2:12][NH:13][C@H:14]([C:16]([OH:18])=[O:17])[CH2:15][C:10]=2[C:9]2[C:4]1=[N:5][CH:6]=[CH:7][CH:8]=2. Product: [N:5]1[CH:6]=[CH:7][CH:8]=[C:9]2[C:10]3[CH2:15][C@@H:14]([C:16]([OH:18])=[O:17])[NH:13][CH2:12][C:11]=3[NH:3][C:4]=12. The catalyst class is: 328. (7) Reactant: [Br:1][C:2]1[CH:3]=[C:4]([CH:7]=[CH:8][C:9]=1[OH:10])[C:5]#[N:6].C(=O)([O-])[O-].[K+].[K+].Br[CH2:18][CH2:19][CH2:20][CH3:21].CCOC(C)=O. Product: [Br:1][C:2]1[CH:3]=[C:4]([CH:7]=[CH:8][C:9]=1[O:10][CH2:18][CH2:19][CH2:20][CH3:21])[C:5]#[N:6]. The catalyst class is: 3.